Dataset: Forward reaction prediction with 1.9M reactions from USPTO patents (1976-2016). Task: Predict the product of the given reaction. (1) Given the reactants C([N:8]1[CH2:12][C@H:11]2[C@H:13]([NH:16][C:17](=[O:29])[C@@H:18]([N:23]3[CH2:28][CH2:27]O[CH2:25][CH2:24]3)[CH2:19][CH:20]([CH3:22])[CH3:21])[CH2:14][CH2:15][C@H:10]2[CH2:9]1)C1C=CC=CC=1.[CH3:30][S:31](Cl)(=[O:33])=[O:32].FC(F)(F)C1C=C(S(Cl)(=O)=O)C=CC=1, predict the reaction product. The product is: [CH3:21][CH:20]([CH3:22])[CH2:19][C@H:18]([N:23]1[CH2:28][CH2:27][CH2:25][CH2:24]1)[C:17]([NH:16][C@H:13]1[C@H:11]2[C@H:10]([CH2:9][N:8]([S:31]([CH3:30])(=[O:33])=[O:32])[CH2:12]2)[CH2:15][CH2:14]1)=[O:29]. (2) Given the reactants [N:1]1[C:10]2[C:5](=[CH:6][CH:7]=[CH:8][CH:9]=2)[N:4]=[CH:3][C:2]=1[C:11]([Cl:13])=[O:12].Cl.C[C@H:16]1[CH2:21][CH2:20][C@H:19]([NH2:22])[CH2:18][CH2:17]1.[N:23]1[CH:28]=[CH:27]C=CC=1.[Cl:29][CH2:30]Cl, predict the reaction product. The product is: [ClH:13].[ClH:29].[N:22]1[C:19]2[C:20](=[CH:21][CH:16]=[CH:17][CH:18]=2)[CH:27]=[C:28]([NH:23][C:11]([C:2]2[CH:3]=[N:4][C:5]3[C:10](=[CH:9][CH:8]=[CH:7][CH:6]=3)[N:1]=2)=[O:12])[CH:30]=1. (3) The product is: [S:20]1[CH:21]=[CH:22][CH:23]=[C:19]1[C:17]1[O:16][N:15]=[C:14]([CH2:13][NH:11][C:8]23[CH2:10][CH:4]4[CH2:5][CH:6]([CH2:1][CH:2]([CH2:3]4)[CH2:9]2)[CH2:7]3)[N:18]=1. Given the reactants [CH2:1]1[CH:6]2[CH2:7][C:8]3([NH2:11])[CH2:10][CH:4]([CH2:5]2)[CH2:3][CH:2]1[CH2:9]3.Cl[CH2:13][C:14]1[N:18]=[C:17]([C:19]2[S:20][CH:21]=[CH:22][CH:23]=2)[O:16][N:15]=1, predict the reaction product. (4) Given the reactants [CH3:1][O:2][C:3]1[CH:8]=[C:7]([N:9]2[CH2:14][CH2:13][O:12][CH2:11][CH2:10]2)[C:6]([N+:15]([O-])=O)=[CH:5][C:4]=1[NH:18][C:19]1[N:24]=[C:23]([N:25]2[CH:29]=[C:28]([CH:30]=O)[C:27]([CH3:32])=[N:26]2)[C:22]([CH3:33])=[CH:21][N:20]=1.Cl.[NH:35]1[CH2:38][CH2:37][CH2:36]1, predict the reaction product. The product is: [N:35]1([CH2:30][C:28]2[C:27]([CH3:32])=[N:26][N:25]([C:23]3[C:22]([CH3:33])=[CH:21][N:20]=[C:19]([NH:18][C:4]4[C:3]([O:2][CH3:1])=[CH:8][C:7]([N:9]5[CH2:10][CH2:11][O:12][CH2:13][CH2:14]5)=[C:6]([NH:15][C:3](=[O:2])[CH:4]=[CH2:5])[CH:5]=4)[N:24]=3)[CH:29]=2)[CH2:38][CH2:37][CH2:36]1.